From a dataset of Reaction yield outcomes from USPTO patents with 853,638 reactions. Predict the reaction yield, written as a fraction of the theoretical maximum amount of product (1.0 means a 100% yield; for example, 0.34 means a 34% yield). (1) The reactants are [ClH:1].O[CH:3]([C:23]1[CH:24]=[CH:25][C:26]2[O:31][CH2:30][C:29](=[O:32])[NH:28][C:27]=2[CH:33]=1)[CH2:4][CH2:5][N:6]1[CH2:11][CH2:10][N:9]([C:12]2[CH:21]=[CH:20][CH:19]=[C:18]3[C:13]=2[CH:14]=[CH:15][C:16]([CH3:22])=[N:17]3)[CH2:8][CH2:7]1.C1(C)C=CC(S(O)(=O)=O)=CC=1. The catalyst is C1(C)C=CC=CC=1. The product is [ClH:1].[CH3:22][C:16]1[CH:15]=[CH:14][C:13]2[C:18](=[CH:19][CH:20]=[CH:21][C:12]=2[N:9]2[CH2:8][CH2:7][N:6]([CH2:5]/[CH:4]=[CH:3]/[C:23]3[CH:24]=[CH:25][C:26]4[O:31][CH2:30][C:29](=[O:32])[NH:28][C:27]=4[CH:33]=3)[CH2:11][CH2:10]2)[N:17]=1. The yield is 0.420. (2) The reactants are [CH3:1][O:2][C:3]([CH:5]1[CH2:8][CH:7]([OH:9])[CH2:6]1)=[O:4].[H-].[Na+].[CH2:12](Br)[C:13]1[CH:18]=[CH:17][CH:16]=[CH:15][CH:14]=1. The catalyst is CN(C=O)C. The product is [CH3:1][O:2][C:3]([C@H:5]1[CH2:8][C@H:7]([O:9][CH2:12][C:13]2[CH:18]=[CH:17][CH:16]=[CH:15][CH:14]=2)[CH2:6]1)=[O:4]. The yield is 0.154.